From a dataset of Reaction yield outcomes from USPTO patents with 853,638 reactions. Predict the reaction yield, written as a fraction of the theoretical maximum amount of product (1.0 means a 100% yield; for example, 0.34 means a 34% yield). (1) The reactants are [CH2:1]([C:5]1[N:6]=[C:7]([CH:27]2[CH2:29][CH2:28]2)[NH:8][C:9](=[O:26])[C:10]=1[CH2:11][C:12]1[CH:17]=[CH:16][C:15]([C:18]2[C:19]([C:24]#[N:25])=[CH:20][CH:21]=[CH:22][CH:23]=2)=[CH:14][CH:13]=1)[CH2:2][CH2:3][CH3:4].[C:30]1(B(O)O)[CH:35]=[CH:34][CH:33]=[CH:32][CH:31]=1.N1C=CC=CC=1.C(N(CC)CC)C. The catalyst is C(OCC)(=O)C.C([O-])(=O)C.[Cu+2].C([O-])(=O)C.ClCCl. The product is [CH2:1]([C:5]1[N:6]=[C:7]([CH:27]2[CH2:28][CH2:29]2)[N:8]([C:30]2[CH:35]=[CH:34][CH:33]=[CH:32][CH:31]=2)[C:9](=[O:26])[C:10]=1[CH2:11][C:12]1[CH:17]=[CH:16][C:15]([C:18]2[C:19]([C:24]#[N:25])=[CH:20][CH:21]=[CH:22][CH:23]=2)=[CH:14][CH:13]=1)[CH2:2][CH2:3][CH3:4]. The yield is 0.590. (2) The reactants are [NH2:1][C:2]1[CH:7]=[CH:6][CH:5]=[CH:4][CH:3]=1.[N:8]([O-])=O.[Na+].[CH3:12][C:13]1[CH:18]=[CH:17][C:16]([SH:19])=[CH:15][CH:14]=1. The catalyst is Cl.O.[OH-].[Na+]. The product is [C:2]1([N:1]=[N:8][C:15]2[CH:14]=[C:13]([CH3:12])[CH:18]=[CH:17][C:16]=2[SH:19])[CH:7]=[CH:6][CH:5]=[CH:4][CH:3]=1. The yield is 0.570.